Dataset: Catalyst prediction with 721,799 reactions and 888 catalyst types from USPTO. Task: Predict which catalyst facilitates the given reaction. (1) Reactant: C(Cl)(=O)C(Cl)=O.CS(C)=O.[CH:11]([C:14]1[CH:19]=[CH:18][C:17](/[CH:20]=[CH:21]/[CH2:22][OH:23])=[CH:16][CH:15]=1)([CH3:13])[CH3:12].C(N(CC)CC)C. Product: [CH:11]([C:14]1[CH:15]=[CH:16][C:17](/[CH:20]=[CH:21]/[CH:22]=[O:23])=[CH:18][CH:19]=1)([CH3:13])[CH3:12]. The catalyst class is: 2. (2) Reactant: C(OC(=O)[NH:7][CH2:8][CH2:9][C:10]1[O:11][C:12]([CH:15]([CH3:17])[CH3:16])=[N:13][N:14]=1)(C)(C)C.FC(F)(F)C(O)=O. Product: [CH:15]([C:12]1[O:11][C:10]([CH2:9][CH2:8][NH2:7])=[N:14][N:13]=1)([CH3:17])[CH3:16]. The catalyst class is: 4. (3) Reactant: C([C:5]1[CH:10]=[C:9]([C:11]2[CH:16]=[C:15](C(C)(C)C)[C:14]([OH:21])=[C:13](C(C)(C)C)[CH:12]=2)[CH:8]=[C:7](C(C)(C)C)[C:6]=1[OH:30])(C)(C)C.CS(O)(=O)=O.CCCCCCCCC(C)C. Product: [C:14]1([OH:21])[CH:13]=[CH:12][C:11]([C:9]2[CH:10]=[CH:5][C:6]([OH:30])=[CH:7][CH:8]=2)=[CH:16][CH:15]=1. The catalyst class is: 11. (4) Reactant: [CH3:1][C:2]1([CH3:14])[C:7](=[O:8])[CH:6]=[C:5]([N:9]2[CH:13]=[CH:12][N:11]=[N:10]2)[CH2:4][CH2:3]1.[BH4-].[Na+]. Product: [CH3:1][C:2]1([CH3:14])[CH:7]([OH:8])[CH:6]=[C:5]([N:9]2[CH:13]=[CH:12][N:11]=[N:10]2)[CH2:4][CH2:3]1. The catalyst class is: 5. (5) Reactant: [Cl:1][C:2]1[N:11]=[C:10]([NH:12][CH:13]2[CH2:17][CH2:16][CH2:15][CH2:14]2)[C:9]2[C:4](=[CH:5][CH:6]=[C:7]([N+:18]([O-:20])=[O:19])[CH:8]=2)[N:3]=1.[CH2:21]([NH2:24])[CH:22]=[CH2:23]. Product: [ClH:1].[CH2:21]([NH:24][C:2]1[N:11]=[C:10]([NH:12][CH:13]2[CH2:17][CH2:16][CH2:15][CH2:14]2)[C:9]2[C:4](=[CH:5][CH:6]=[C:7]([N+:18]([O-:20])=[O:19])[CH:8]=2)[N:3]=1)[CH:22]=[CH2:23]. The catalyst class is: 6. (6) Product: [C:10]([O:12][CH2:13][CH3:14])(=[O:11])/[CH:9]=[CH:15]/[CH:16]=[CH:17]/[CH3:18]. The catalyst class is: 259. Reactant: C(OCC)(=O)C=C.O[CH:9]([CH2:15][CH:16](O)[CH2:17][CH3:18])[C:10]([O:12][CH2:13][CH3:14])=[O:11].